This data is from Forward reaction prediction with 1.9M reactions from USPTO patents (1976-2016). The task is: Predict the product of the given reaction. (1) Given the reactants [CH:1]1([CH:6]([CH3:12])[CH2:7][CH2:8][C:9]([OH:11])=O)[CH2:5][CH2:4][CH2:3][CH2:2]1.[CH3:13][Li].O, predict the reaction product. The product is: [CH:1]1([CH:6]([CH3:12])[CH2:7][CH2:8][C:9](=[O:11])[CH3:13])[CH2:2][CH2:3][CH2:4][CH2:5]1. (2) Given the reactants [N:1]1([C:6]2[CH:12]=[CH:11][C:9]([NH2:10])=[CH:8][CH:7]=2)[CH:5]=[CH:4][N:3]=[N:2]1.[N:13]#[C:14][NH2:15].[N+:16]([O-:19])([OH:18])=[O:17], predict the reaction product. The product is: [N+:16]([O-:19])([O-:18])=[O:17].[N:1]1([C:6]2[CH:12]=[CH:11][C:9]([NH:10][C:14]([NH2:15])=[NH2+:13])=[CH:8][CH:7]=2)[CH:5]=[CH:4][N:3]=[N:2]1. (3) Given the reactants C(O)C.[C:4]([O:8][C:9]([N:11]([CH2:23][C:24]([O:26][C:27]([CH3:30])([CH3:29])[CH3:28])=[O:25])[C:12]1[CH:17]=[CH:16][CH:15]=[C:14]([C:18](OCC)=[O:19])[N:13]=1)=[O:10])([CH3:7])([CH3:6])[CH3:5].[Cl-].[Ca+2].[Cl-].[BH4-].[K+].COCCOCCOCCOCCOC, predict the reaction product. The product is: [C:4]([O:8][C:9]([N:11]([CH2:23][C:24]([O:26][C:27]([CH3:30])([CH3:29])[CH3:28])=[O:25])[C:12]1[CH:17]=[CH:16][CH:15]=[C:14]([CH2:18][OH:19])[N:13]=1)=[O:10])([CH3:7])([CH3:6])[CH3:5]. (4) Given the reactants C(O[C:4](=[O:21])[CH:5]([C:11]([NH:13][CH2:14][C:15]1[CH:20]=[CH:19][CH:18]=[CH:17][CH:16]=1)=[O:12])[C:6]([O:8][CH2:9][CH3:10])=[O:7])C.[H-].[Na+].[C:24]1([N:30]=[C:31]=[O:32])[CH:29]=[CH:28][CH:27]=[CH:26][CH:25]=1, predict the reaction product. The product is: [OH:21][C:4]1[N:30]([C:24]2[CH:29]=[CH:28][CH:27]=[CH:26][CH:25]=2)[C:31](=[O:32])[N:13]([CH2:14][C:15]2[CH:16]=[CH:17][CH:18]=[CH:19][CH:20]=2)[C:11](=[O:12])[C:5]=1[C:6]([O:8][CH2:9][CH3:10])=[O:7]. (5) Given the reactants C(O[C:5]1[C:6](=[O:18])[C:7](=[O:17])[C:8]=1[C:9]1[CH:14]=[CH:13][C:12]([O:15][CH3:16])=[CH:11][CH:10]=1)(C)C.[CH3:19][C@@H:20]([NH2:27])[C:21]1[CH:26]=[CH:25][CH:24]=[CH:23][CH:22]=1, predict the reaction product. The product is: [CH3:16][O:15][C:12]1[CH:11]=[CH:10][C:9]([C:8]2[C:7](=[O:17])[C:6](=[O:18])[C:5]=2[NH:27][C@@H:20]([C:21]2[CH:26]=[CH:25][CH:24]=[CH:23][CH:22]=2)[CH3:19])=[CH:14][CH:13]=1. (6) Given the reactants [O:1]([CH2:8][CH2:9][OH:10])[C:2]1[CH:7]=[CH:6][CH:5]=[CH:4][CH:3]=1.C(N(CC)CC)C.[CH3:18][S:19](Cl)(=[O:21])=[O:20], predict the reaction product. The product is: [CH3:18][S:19]([O:10][CH2:9][CH2:8][O:1][C:2]1[CH:7]=[CH:6][CH:5]=[CH:4][CH:3]=1)(=[O:21])=[O:20].